From a dataset of Catalyst prediction with 721,799 reactions and 888 catalyst types from USPTO. Predict which catalyst facilitates the given reaction. (1) Reactant: C[O:2][C:3](=[O:27])[CH2:4][CH2:5][CH2:6][N:7]1[CH2:11][CH2:10][CH2:9][C@H:8]1[CH2:12][O:13][C:14]1[CH:19]=[CH:18][C:17]([CH2:20][C:21]2[CH:26]=[CH:25][CH:24]=[CH:23][CH:22]=2)=[CH:16][CH:15]=1.[OH-].[Na+]. Product: [CH2:20]([C:17]1[CH:18]=[CH:19][C:14]([O:13][CH2:12][C@@H:8]2[CH2:9][CH2:10][CH2:11][N:7]2[CH2:6][CH2:5][CH2:4][C:3]([OH:27])=[O:2])=[CH:15][CH:16]=1)[C:21]1[CH:22]=[CH:23][CH:24]=[CH:25][CH:26]=1. The catalyst class is: 24. (2) Reactant: [O:1]=[S:2]1(=[O:12])[CH2:6][CH2:5][C:4]2[CH:7]=[C:8]([NH2:11])[CH:9]=[CH:10][C:3]1=2.C(O[CH:16]=[C:17]([C:23]([O:25][CH2:26][CH3:27])=[O:24])[C:18]([O:20][CH2:21][CH3:22])=[O:19])C. Product: [O:1]=[S:2]1(=[O:12])[CH2:6][CH2:5][C:4]2[CH:7]=[C:8]([NH:11][CH:16]=[C:17]([C:18]([O:20][CH2:21][CH3:22])=[O:19])[C:23]([O:25][CH2:26][CH3:27])=[O:24])[CH:9]=[CH:10][C:3]1=2. The catalyst class is: 13. (3) Reactant: [NH2:1][CH2:2][C@@H:3]1[C@H:8]([CH3:9])[CH2:7][CH2:6][CH2:5][N:4]1[C:10]([C:12]1[CH:17]=[C:16]([CH3:18])[CH:15]=[CH:14][C:13]=1[C:19]1[CH:20]=[N:21][N:22]([CH3:24])[CH:23]=1)=[O:11].Br[C:26]1[CH:31]=[CH:30][C:29]([F:32])=[CH:28][N:27]=1.C1(P(C2C=CC=CC=2)C2C3OC4C(=CC=CC=4P(C4C=CC=CC=4)C4C=CC=CC=4)C(C)(C)C=3C=CC=2)C=CC=CC=1.CC([O-])(C)C.[Na+]. Product: [F:32][C:29]1[CH:30]=[CH:31][C:26]([NH:1][CH2:2][C@@H:3]2[C@H:8]([CH3:9])[CH2:7][CH2:6][CH2:5][N:4]2[C:10]([C:12]2[CH:17]=[C:16]([CH3:18])[CH:15]=[CH:14][C:13]=2[C:19]2[CH:20]=[N:21][N:22]([CH3:24])[CH:23]=2)=[O:11])=[N:27][CH:28]=1. The catalyst class is: 62. (4) Reactant: [CH:1]1[C:13]2[CH:12]([CH2:14][O:15][C:16]([N:18]([CH3:31])[CH2:19][C:20]([O:22][CH2:23][C:24]([O:26]C(C)(C)C)=[O:25])=[O:21])=[O:17])[C:11]3[C:6](=[CH:7][CH:8]=[CH:9][CH:10]=3)[C:5]=2[CH:4]=[CH:3][CH:2]=1.C([SiH](C(C)C)C(C)C)(C)C.FC(F)(F)C(O)=O. Product: [CH:10]1[C:11]2[CH:12]([CH2:14][O:15][C:16]([N:18]([CH3:31])[CH2:19][C:20]([O:22][CH2:23][C:24]([OH:26])=[O:25])=[O:21])=[O:17])[C:13]3[C:5](=[CH:4][CH:3]=[CH:2][CH:1]=3)[C:6]=2[CH:7]=[CH:8][CH:9]=1. The catalyst class is: 2. (5) Reactant: [Br:1][C:2]1[C:7]([Cl:8])=[C:6]([CH2:9][C:10]2[CH:15]=[CH:14][C:13]([CH2:16][CH3:17])=[CH:12][CH:11]=2)[CH:5]=[C:4]([CH:18]2[C@H:23]([O:24][CH2:25][C:26]3[CH:31]=[CH:30][CH:29]=[CH:28][CH:27]=3)[C@@H:22]([O:32][CH2:33][C:34]3[CH:39]=[CH:38][CH:37]=[CH:36][CH:35]=3)[C@H:21]([O:40][CH2:41][C:42]3[CH:47]=[CH:46][CH:45]=[CH:44][CH:43]=3)[C@@H:20]([CH2:48][O:49][CH2:50][C:51]3[CH:56]=[CH:55][CH:54]=[CH:53][CH:52]=3)[O:19]2)[C:3]=1[OH:57].C([O-])([O-])=O.[K+].[K+].Br[CH2:65][CH2:66][OH:67]. Product: [Br:1][C:2]1[C:7]([Cl:8])=[C:6]([CH2:9][C:10]2[CH:11]=[CH:12][C:13]([CH2:16][CH3:17])=[CH:14][CH:15]=2)[CH:5]=[C:4]([CH:18]2[C@H:23]([O:24][CH2:25][C:26]3[CH:31]=[CH:30][CH:29]=[CH:28][CH:27]=3)[C@@H:22]([O:32][CH2:33][C:34]3[CH:39]=[CH:38][CH:37]=[CH:36][CH:35]=3)[C@H:21]([O:40][CH2:41][C:42]3[CH:43]=[CH:44][CH:45]=[CH:46][CH:47]=3)[C@@H:20]([CH2:48][O:49][CH2:50][C:51]3[CH:52]=[CH:53][CH:54]=[CH:55][CH:56]=3)[O:19]2)[C:3]=1[O:57][CH2:65][CH2:66][OH:67]. The catalyst class is: 21. (6) Reactant: [O:1]1[CH:5]=[CH:4][CH:3]=[C:2]1[C:6]1[O:7][C:8]([CH3:39])=[C:9]([CH2:11][O:12][C:13]2[CH:36]=[CH:35][C:16]([CH2:17][O:18][C:19]3[C:23](/[CH:24]=[CH:25]/[C:26](=[S:28])[NH2:27])=[CH:22][N:21]([C:29]4[CH:34]=[CH:33][CH:32]=[CH:31][CH:30]=4)[N:20]=3)=[CH:15][C:14]=2[O:37][CH3:38])[N:10]=1.Br[CH2:41][C:42](=O)[C:43]([O:45][CH2:46][CH3:47])=[O:44]. Product: [O:1]1[CH:5]=[CH:4][CH:3]=[C:2]1[C:6]1[O:7][C:8]([CH3:39])=[C:9]([CH2:11][O:12][C:13]2[CH:36]=[CH:35][C:16]([CH2:17][O:18][C:19]3[C:23](/[CH:24]=[CH:25]/[C:26]4[S:28][CH:41]=[C:42]([C:43]([O:45][CH2:46][CH3:47])=[O:44])[N:27]=4)=[CH:22][N:21]([C:29]4[CH:34]=[CH:33][CH:32]=[CH:31][CH:30]=4)[N:20]=3)=[CH:15][C:14]=2[O:37][CH3:38])[N:10]=1. The catalyst class is: 8. (7) Reactant: [H-].[Na+].[Cl:3][C:4]1[CH:5]=[C:6]2[C:11](=[CH:12][CH:13]=1)[NH:10][C:9](=[O:14])[C:8]([C:15]#[N:16])=[C:7]2[OH:17].[F:18][C:19]([F:38])([F:37])[S:20](N(C1C=CC=CC=1)[S:20]([C:19]([F:38])([F:37])[F:18])(=[O:22])=[O:21])(=[O:22])=[O:21].O. Product: [Cl:3][C:4]1[CH:5]=[C:6]2[C:11](=[CH:12][CH:13]=1)[NH:10][C:9](=[O:14])[C:8]([C:15]#[N:16])=[C:7]2[O:17][S:20]([C:19]([F:38])([F:37])[F:18])(=[O:22])=[O:21]. The catalyst class is: 3. (8) The catalyst class is: 12. Product: [CH2:1]([NH:3][C:4]([N:6]1[CH2:11][C:10]([CH3:13])([CH3:12])[N:9]([CH2:14][C:15]2[CH:20]=[C:19]([C:21]3[CH:26]=[CH:25][C:24]([OH:27])=[CH:23][CH:22]=3)[N:18]=[C:17]3[NH:31][N:32]=[C:33]([CH3:34])[C:16]=23)[CH2:8][C:7]1([CH3:41])[CH3:42])=[O:5])[CH3:2]. Reactant: [CH2:1]([NH:3][C:4]([N:6]1[CH2:11][C:10]([CH3:13])([CH3:12])[N:9]([CH2:14][C:15]2[CH:20]=[C:19]([C:21]3[CH:26]=[CH:25][C:24]([O:27]COC)=[CH:23][CH:22]=3)[N:18]=[C:17]3[N:31](C4CCCCO4)[N:32]=[C:33]([CH3:34])[C:16]=23)[CH2:8][C:7]1([CH3:42])[CH3:41])=[O:5])[CH3:2].Cl.